Dataset: Catalyst prediction with 721,799 reactions and 888 catalyst types from USPTO. Task: Predict which catalyst facilitates the given reaction. (1) Reactant: [N:1]1([C:7]2[C:13]3[CH:14]=[CH:15][CH:16]=[CH:17][C:12]=3[S:11][C:10]3[CH:18]=[CH:19][CH:20]=[CH:21][C:9]=3[N:8]=2)[CH2:6][CH2:5][NH:4][CH2:3][CH2:2]1.[C:22]([OH:29])(=[O:28])/[CH:23]=[CH:24]/[C:25]([OH:27])=[O:26]. Product: [C:22]([OH:29])(=[O:28])/[CH:23]=[CH:24]/[C:25]([OH:27])=[O:26].[N:1]1([C:7]2[C:13]3[CH:14]=[CH:15][CH:16]=[CH:17][C:12]=3[S:11][C:10]3[CH:18]=[CH:19][CH:20]=[CH:21][C:9]=3[N:8]=2)[CH2:2][CH2:3][NH:4][CH2:5][CH2:6]1. The catalyst class is: 10. (2) Reactant: C(Cl)(=O)C(Cl)=O.[CH:7]1([CH2:10][CH2:11][O:12][C:13]2[CH:21]=[CH:20][C:16]([C:17]([OH:19])=O)=[CH:15][CH:14]=2)[CH2:9][CH2:8]1.[NH2:22][CH2:23][C:24]([OH:26])=[O:25].C(N(CC)CC)C.Cl. Product: [CH:7]1([CH2:10][CH2:11][O:12][C:13]2[CH:14]=[CH:15][C:16]([C:17]([NH:22][CH2:23][C:24]([OH:26])=[O:25])=[O:19])=[CH:20][CH:21]=2)[CH2:8][CH2:9]1. The catalyst class is: 174. (3) Reactant: [CH3:1][O:2][C:3](=[O:45])[C@H:4]([N:11]([S:31]([C:34]1[C:39]([CH3:40])=[CH:38][C:37]([O:41][CH3:42])=[C:36]([CH3:43])[C:35]=1[CH3:44])(=[O:33])=[O:32])[CH2:12][C:13]1[CH:14]=[C:15]2[C:19](=[CH:20][CH:21]=1)[N:18](S(CC[Si](C)(C)C)(=O)=O)[CH:17]=[CH:16]2)[CH2:5][O:6][C:7]([CH3:10])([CH3:9])[CH3:8].[F-].C([N+](CCCC)(CCCC)CCCC)CCC. Product: [CH3:1][O:2][C:3](=[O:45])[C@H:4]([N:11]([S:31]([C:34]1[C:39]([CH3:40])=[CH:38][C:37]([O:41][CH3:42])=[C:36]([CH3:43])[C:35]=1[CH3:44])(=[O:33])=[O:32])[CH2:12][C:13]1[CH:14]=[C:15]2[C:19](=[CH:20][CH:21]=1)[NH:18][CH:17]=[CH:16]2)[CH2:5][O:6][C:7]([CH3:10])([CH3:9])[CH3:8]. The catalyst class is: 7.